Dataset: Peptide-MHC class I binding affinity with 185,985 pairs from IEDB/IMGT. Task: Regression. Given a peptide amino acid sequence and an MHC pseudo amino acid sequence, predict their binding affinity value. This is MHC class I binding data. (1) The peptide sequence is IVLGNPVFL. The MHC is HLA-A02:06 with pseudo-sequence HLA-A02:06. The binding affinity (normalized) is 0.504. (2) The peptide sequence is AVFKDSFLGK. The MHC is HLA-A31:01 with pseudo-sequence HLA-A31:01. The binding affinity (normalized) is 0.305. (3) The peptide sequence is RVYKNYDPR. The MHC is HLA-B15:17 with pseudo-sequence HLA-B15:17. The binding affinity (normalized) is 0.0847. (4) The peptide sequence is YLLNVSYLC. The MHC is HLA-A02:06 with pseudo-sequence HLA-A02:06. The binding affinity (normalized) is 0. (5) The peptide sequence is MMLSPLVAL. The MHC is HLA-C07:02 with pseudo-sequence YDSGYREKYRQADVSNLYLRSDSYTLAALAYTWY. The binding affinity (normalized) is 0.376. (6) The peptide sequence is VHTQKKDLY. The MHC is HLA-B15:01 with pseudo-sequence HLA-B15:01. The binding affinity (normalized) is 0.0847. (7) The peptide sequence is LPETMETLLL. The MHC is HLA-B35:01 with pseudo-sequence HLA-B35:01. The binding affinity (normalized) is 0.343.